From a dataset of Forward reaction prediction with 1.9M reactions from USPTO patents (1976-2016). Predict the product of the given reaction. (1) Given the reactants [C:1]([CH:9]1[CH2:18][C:17]2[C:12](=[CH:13][C:14]([F:19])=[CH:15][CH:16]=2)[CH2:11][N:10]1[C:20](OC)=O)(=O)[C:2]1[CH:7]=[CH:6][CH:5]=[CH:4][CH:3]=1.Cl.[OH-].[Na+].Cl.C(OCC)(=O)C.[C:34]([N:41]([CH2:45][C:46]1[CH:51]=[CH:50][CH:49]=[CH:48][CH:47]=1)CCO)(OC(C)(C)C)=O.C(O[BH-](OC(=O)C)OC(=O)C)(=O)C.[Na+].C(=O)(O)[O-].[Na+], predict the reaction product. The product is: [CH2:45]([NH:41][CH2:34][CH2:20][N:10]1[CH:9]([CH2:1][C:2]2[CH:7]=[CH:6][CH:5]=[CH:4][CH:3]=2)[CH2:18][C:17]2[C:12](=[CH:13][C:14]([F:19])=[CH:15][CH:16]=2)[CH2:11]1)[C:46]1[CH:51]=[CH:50][CH:49]=[CH:48][CH:47]=1. (2) Given the reactants [OH:1][CH:2]1[CH2:20][CH:19]2[N:4]([C:5](=[O:39])[CH:6]([NH:31][C:32]([O:34][C:35]([CH3:38])([CH3:37])[CH3:36])=[O:33])[CH2:7][CH2:8][CH2:9][CH2:10][CH2:11][CH:12]=[CH:13][CH:14]3[C:16]([C:22]([NH:24][S:25]([CH:28]4[CH2:30][CH2:29]4)(=[O:27])=[O:26])=[O:23])([NH:17][C:18]2=[O:21])[CH2:15]3)[CH2:3]1.[CH:40]1[C:49]2[C:44](=[CH:45][CH:46]=[CH:47][CH:48]=2)[CH:43]=[CH:42][C:41]=1[C:50](Cl)=[O:51], predict the reaction product. The product is: [CH:40]1[C:49]2[C:44](=[CH:45][CH:46]=[CH:47][CH:48]=2)[CH:43]=[CH:42][C:41]=1[C:50]([O:1][CH:2]1[CH2:20][CH:19]2[N:4]([C:5](=[O:39])[CH:6]([NH:31][C:32]([O:34][C:35]([CH3:36])([CH3:38])[CH3:37])=[O:33])[CH2:7][CH2:8][CH2:9][CH2:10][CH2:11][CH:12]=[CH:13][CH:14]3[C:16]([C:22]([NH:24][S:25]([CH:28]4[CH2:30][CH2:29]4)(=[O:27])=[O:26])=[O:23])([NH:17][C:18]2=[O:21])[CH2:15]3)[CH2:3]1)=[O:51]. (3) Given the reactants Br[C:2]1[CH:7]=[C:6]([O:8][CH:9]([F:11])[F:10])[CH:5]=[CH:4][C:3]=1[F:12].[B:13]1([B:13]2[O:17][C:16]([CH3:19])([CH3:18])[C:15]([CH3:21])([CH3:20])[O:14]2)[O:17][C:16]([CH3:19])([CH3:18])[C:15]([CH3:21])([CH3:20])[O:14]1.C([O-])(=O)C.[K+], predict the reaction product. The product is: [F:10][CH:9]([F:11])[O:8][C:6]1[CH:5]=[CH:4][C:3]([F:12])=[C:2]([B:13]2[O:17][C:16]([CH3:19])([CH3:18])[C:15]([CH3:21])([CH3:20])[O:14]2)[CH:7]=1.